This data is from Catalyst prediction with 721,799 reactions and 888 catalyst types from USPTO. The task is: Predict which catalyst facilitates the given reaction. (1) Product: [C:26]([C:25]1[C:3]([CH2:2][C:1]([O:11][CH2:12][CH3:13])=[O:10])=[N:23][C:22]([S:28][CH3:29])=[N:21][CH:20]=1)#[N:27]. Reactant: [C:1]([O:11][CH2:12][CH3:13])(=[O:10])[CH2:2][C:3](O[Si](C)(C)C)=O.[Li]CCCC.Cl[C:20]1[C:25]([C:26]#[N:27])=C[N:23]=[C:22]([S:28][CH3:29])[N:21]=1. The catalyst class is: 134. (2) Reactant: [Br:1][C:2]1[C:3]2[N:11]([CH2:12][CH3:13])[C:10]([C:14](=[N:17][OH:18])[C:15]#[N:16])=[N:9][C:4]=2[C:5]([Cl:8])=[N:6][CH:7]=1.[NH2:19]O. Product: [Br:1][C:2]1[C:3]2[N:11]([CH2:12][CH3:13])[C:10]([C:14]3[C:15]([NH2:19])=[N:16][O:18][N:17]=3)=[N:9][C:4]=2[C:5]([Cl:8])=[N:6][CH:7]=1. The catalyst class is: 20. (3) Reactant: Br[CH2:2][C:3]1[CH:8]=[CH:7][C:6]([Cl:9])=[C:5]([O:10][C:11]2[CH:16]=[CH:15][CH:14]=[CH:13][CH:12]=2)[C:4]=1[F:17].[NH3:18].CO. Product: [Cl:9][C:6]1[CH:7]=[CH:8][C:3]([CH2:2][NH2:18])=[C:4]([F:17])[C:5]=1[O:10][C:11]1[CH:16]=[CH:15][CH:14]=[CH:13][CH:12]=1. The catalyst class is: 4. (4) Reactant: C[O:2][C:3]([C:5]1[O:9][N:8]=[C:7]([O:10][CH3:11])[CH:6]=1)=O.[BH4-].[Na+]. The catalyst class is: 5. Product: [CH3:11][O:10][C:7]1[CH:6]=[C:5]([CH2:3][OH:2])[O:9][N:8]=1. (5) Reactant: [F:1][C:2]1[CH:3]=[C:4]([CH:7]=[CH:8][C:9]=1[C@@H:10]1[N:14]2[CH:15]=[N:16][CH:17]=[C:13]2[C:12]([OH:31])([C:18]2[CH:23]=[CH:22][CH:21]=[C:20]([O:24]C3CCCCO3)[CH:19]=2)[CH2:11]1)[C:5]#[N:6].Cl.CCOCC. Product: [F:1][C:2]1[CH:3]=[C:4]([CH:7]=[CH:8][C:9]=1[C@@H:10]1[N:14]2[CH:15]=[N:16][CH:17]=[C:13]2[C@@:12]([OH:31])([C:18]2[CH:23]=[CH:22][CH:21]=[C:20]([OH:24])[CH:19]=2)[CH2:11]1)[C:5]#[N:6]. The catalyst class is: 5. (6) Reactant: [CH:1]1[C:6]([C:7]([CH2:9][NH2:10])=O)=[CH:5][CH:4]=[C:3]([Br:11])[CH:2]=1.Cl.C([O-])(=O)C.[Na+].C(O)(=O)C.[NH:22]=[C:23](SC)[C:24]([O:26][CH2:27][CH3:28])=[O:25]. Product: [Br:11][C:3]1[CH:4]=[CH:5][C:6]([C:7]2[N:22]=[C:23]([C:24]([O:26][CH2:27][CH3:28])=[O:25])[NH:10][CH:9]=2)=[CH:1][CH:2]=1. The catalyst class is: 12. (7) Reactant: [CH3:1][N:2]([CH3:25])[CH2:3][CH2:4][NH:5][S:6]([CH:9]1[CH2:14][CH2:13][N:12]([C:15](OCC2C=CC=CC=2)=O)[CH2:11][CH2:10]1)(=[O:8])=[O:7].ClC1[N:32]=[C:31]([N:33]2[CH2:38][CH2:37][O:36][CH2:35][CH2:34]2)[N:30]=[C:29]([N:39]2[C:43]3[CH:44]=[CH:45][CH:46]=[C:47]([O:48][CH3:49])[C:42]=3[N:41]=[C:40]2[CH:50]([F:52])[F:51])[N:28]=1.CCN(C(C)C)C(C)C. Product: [F:52][CH:50]([F:51])[C:40]1[N:39]([C:29]2[N:30]=[C:31]([N:33]3[CH2:34][CH2:35][O:36][CH2:37][CH2:38]3)[N:32]=[C:15]([N:12]3[CH2:11][CH2:10][CH:9]([S:6]([NH:5][CH2:4][CH2:3][N:2]([CH3:1])[CH3:25])(=[O:7])=[O:8])[CH2:14][CH2:13]3)[N:28]=2)[C:43]2[CH:44]=[CH:45][CH:46]=[C:47]([O:48][CH3:49])[C:42]=2[N:41]=1. The catalyst class is: 403. (8) Reactant: [C:1](=[O:3])=[O:2].[N:4]#N.C(=O)=O.[CH3:9][C:10]([CH3:12])=O.[Li][CH2:14][CH2:15][CH2:16][CH3:17].Cl.[CH2:19]1[CH2:23]O[CH2:21][CH2:20]1. Product: [C:9]([C:10]1[CH:12]=[C:17]([C:1]([OH:3])=[O:2])[C:16]2[C:19]([CH:23]=1)=[CH:20][CH:21]=[CH:14][CH:15]=2)#[N:4]. The catalyst class is: 81. (9) Reactant: [OH:1][C:2]1[C:11]([CH3:12])=[CH:10][C:5]([C:6]([O:8][CH3:9])=[O:7])=[CH:4][C:3]=1[CH2:13][CH:14]=[CH2:15].C(N(CC)CC)C.[Si:23](Cl)([C:26]([CH3:29])([CH3:28])[CH3:27])([CH3:25])[CH3:24]. Product: [Si:23]([O:1][C:2]1[C:11]([CH3:12])=[CH:10][C:5]([C:6]([O:8][CH3:9])=[O:7])=[CH:4][C:3]=1[CH2:13][CH:14]=[CH2:15])([C:26]([CH3:29])([CH3:28])[CH3:27])([CH3:25])[CH3:24]. The catalyst class is: 96. (10) Reactant: [Cl:1][C:2]1[N:10]=[C:9]2[C:5]([N:6]=[CH:7][N:8]2[CH3:11])=[C:4](Cl)[N:3]=1.[NH2:13][C:14]1[CH:19]=[CH:18][CH:17]=[CH:16][CH:15]=1.C(N(CC)CC)C. Product: [Cl:1][C:2]1[N:10]=[C:9]2[C:5]([N:6]=[CH:7][N:8]2[CH3:11])=[C:4]([NH:13][C:14]2[CH:19]=[CH:18][CH:17]=[CH:16][CH:15]=2)[N:3]=1. The catalyst class is: 114.